Task: Predict the reaction yield, written as a fraction of the theoretical maximum amount of product (1.0 means a 100% yield; for example, 0.34 means a 34% yield).. Dataset: Reaction yield outcomes from USPTO patents with 853,638 reactions The reactants are [CH2:1]([C@H:8]1[CH2:12][O:11][C:10](=[O:13])[N:9]1[C:14](=[O:22])[CH2:15][CH2:16][CH:17]1[CH2:21][CH2:20][CH2:19][CH2:18]1)[C:2]1[CH:7]=[CH:6][CH:5]=[CH:4][CH:3]=1.C(N(C(C)C)CC)(C)C.[CH2:32]([O:39][CH2:40]Cl)[C:33]1[CH:38]=[CH:37][CH:36]=[CH:35][CH:34]=1. The catalyst is ClCCl.[Ti](Cl)(Cl)(Cl)Cl. The product is [CH:17]1([CH2:16][C@H:15]([CH2:40][O:39][CH2:32][C:33]2[CH:38]=[CH:37][CH:36]=[CH:35][CH:34]=2)[C:14]([N:9]2[C@@H:8]([CH2:1][C:2]3[CH:3]=[CH:4][CH:5]=[CH:6][CH:7]=3)[CH2:12][O:11][C:10]2=[O:13])=[O:22])[CH2:18][CH2:19][CH2:20][CH2:21]1. The yield is 0.720.